This data is from Forward reaction prediction with 1.9M reactions from USPTO patents (1976-2016). The task is: Predict the product of the given reaction. (1) Given the reactants [NH2:1][C:2]1([C:15]([OH:17])=[O:16])[CH2:7][CH2:6][N:5]([CH2:8][C:9]2[CH:14]=[CH:13][CH:12]=[CH:11][CH:10]=2)[CH2:4][CH2:3]1.O=S(Cl)Cl.[CH3:22][CH2:23]O, predict the reaction product. The product is: [NH2:1][C:2]1([C:15]([O:17][CH2:22][CH3:23])=[O:16])[CH2:3][CH2:4][N:5]([CH2:8][C:9]2[CH:10]=[CH:11][CH:12]=[CH:13][CH:14]=2)[CH2:6][CH2:7]1. (2) Given the reactants [CH3:1][NH:2][CH3:3].[F:4][C:5]1[CH:13]=[C:12]2[C:8]([C:9]([C:19](=[O:25])[CH2:20][C:21](OC)=[O:22])=[C:10]([C:15]([O:17][CH3:18])=[O:16])[N:11]2[CH3:14])=[CH:7][CH:6]=1, predict the reaction product. The product is: [CH3:1][N:2]([CH3:3])[C:21](=[O:22])[CH2:20][C:19]([C:9]1[C:8]2[C:12](=[CH:13][C:5]([F:4])=[CH:6][CH:7]=2)[N:11]([CH3:14])[C:10]=1[C:15]([O:17][CH3:18])=[O:16])=[O:25]. (3) Given the reactants [CH3:1][N:2]([CH3:4])[NH2:3].[CH2:5]([N:12]1[CH2:17][CH2:16][C:15](=O)[CH:14]([CH3:19])[CH2:13]1)[C:6]1[CH:11]=[CH:10][CH:9]=[CH:8][CH:7]=1, predict the reaction product. The product is: [CH2:5]([N:12]1[CH2:17][CH2:16]/[C:15](=[N:3]\[N:2]([CH3:4])[CH3:1])/[CH:14]([CH3:19])[CH2:13]1)[C:6]1[CH:11]=[CH:10][CH:9]=[CH:8][CH:7]=1. (4) Given the reactants C[O:2][C:3](=[O:29])[C:4]1[CH:9]=[CH:8][C:7]([CH:10]2[CH2:15][CH2:14][N:13]([C:16]3[CH:21]=[CH:20][C:19]([CH2:22][N:23]4[CH2:28][CH2:27][O:26][CH2:25][CH2:24]4)=[CH:18][CH:17]=3)[CH2:12][CH2:11]2)=[CH:6][CH:5]=1.[OH-].[Na+].Cl, predict the reaction product. The product is: [N:23]1([CH2:22][C:19]2[CH:18]=[CH:17][C:16]([N:13]3[CH2:14][CH2:15][CH:10]([C:7]4[CH:6]=[CH:5][C:4]([C:3]([OH:29])=[O:2])=[CH:9][CH:8]=4)[CH2:11][CH2:12]3)=[CH:21][CH:20]=2)[CH2:28][CH2:27][O:26][CH2:25][CH2:24]1. (5) Given the reactants [F:1][C@H:2]1[C@H:8]([NH:9]C(=O)OC(C)(C)C)[CH2:7][CH2:6][C@@H:5]([C:17]2[N:18]([CH3:25])[N:19]=[CH:20][C:21]=2[N+:22]([O-])=O)[O:4][CH2:3]1.BrC1SC(NC(=O)OC(C)(C)C)=C(C(=O)NC2C=NN(C)C=2[C@@H]2CC[C@@H](NC(OC(C)(C)C)=O)[C@@H](F)CO2)N=1.C(OC([NH:72][C:73]1[S:77][C:76]([C:78]2[CH:83]=[CH:82][CH:81]=[C:80]([F:84])[C:79]=2[F:85])=[N:75][C:74]=1[C:86](O)=[O:87])=O)(C)(C)C, predict the reaction product. The product is: [NH2:72][C:73]1[S:77][C:76]([C:78]2[CH:83]=[CH:82][CH:81]=[C:80]([F:84])[C:79]=2[F:85])=[N:75][C:74]=1[C:86]([NH:22][C:21]1[CH:20]=[N:19][N:18]([CH3:25])[C:17]=1[C@@H:5]1[CH2:6][CH2:7][C@@H:8]([NH2:9])[C@@H:2]([F:1])[CH2:3][O:4]1)=[O:87]. (6) Given the reactants [CH3:1][S:2]([C:5]1[CH:10]=[CH:9][CH:8]=[C:7]([Br:11])[CH:6]=1)(=[O:4])=[O:3].C[Si]([N-][Si](C)(C)C)(C)C.[Li+].[CH2:22](Br)[CH:23]=[CH2:24].[CH2:26]1[CH2:30]OC[CH2:27]1, predict the reaction product. The product is: [CH2:22]([CH:1]([S:2]([C:5]1[CH:10]=[CH:9][CH:8]=[C:7]([Br:11])[CH:6]=1)(=[O:4])=[O:3])[CH2:30][CH:26]=[CH2:27])[CH:23]=[CH2:24]. (7) Given the reactants [NH2:1][C:2]1[N:10]=[CH:9][N:8]=[C:7]2[C:3]=1[N:4]=[CH:5][N:6]2[C@H:11]1[CH:18]2[C@H:14]([O:15]C(C)(C)[O:17]2)[C@@H:13]([CH2:21][N:22]([CH3:41])[CH2:23][CH2:24][CH2:25][NH:26][C:27]([NH:29][C:30]2[CH:35]=[CH:34][C:33]([C:36]([CH3:39])([CH3:38])[CH3:37])=[C:32]([F:40])[CH:31]=2)=[O:28])[O:12]1.C([O-])([O-])=O.[K+].[K+].O, predict the reaction product. The product is: [NH2:1][C:2]1[N:10]=[CH:9][N:8]=[C:7]2[C:3]=1[N:4]=[CH:5][N:6]2[C@@H:11]1[O:12][C@H:13]([CH2:21][N:22]([CH3:41])[CH2:23][CH2:24][CH2:25][NH:26][C:27]([NH:29][C:30]2[CH:35]=[CH:34][C:33]([C:36]([CH3:39])([CH3:38])[CH3:37])=[C:32]([F:40])[CH:31]=2)=[O:28])[C@@H:14]([OH:15])[C@H:18]1[OH:17].